Dataset: Reaction yield outcomes from USPTO patents with 853,638 reactions. Task: Predict the reaction yield, written as a fraction of the theoretical maximum amount of product (1.0 means a 100% yield; for example, 0.34 means a 34% yield). (1) The reactants are Cl[C:2]1[N:3]=[C:4]([N:13]2[CH2:18][CH2:17][N:16]([C:19](=[O:27])[CH2:20][C:21]3[CH:26]=[CH:25][CH:24]=[CH:23][CH:22]=3)[CH2:15][CH2:14]2)[C:5]2[CH:10]=[C:9]([CH2:11][CH3:12])[S:8][C:6]=2[N:7]=1.[SH:28][CH:29]([CH3:37])[C:30]([NH:32][CH2:33][C:34]([OH:36])=[O:35])=[O:31]. The catalyst is CN(C=O)C. The product is [CH2:11]([C:9]1[S:8][C:6]2[N:7]=[C:2]([S:28][CH:29]([CH3:37])[C:30]([NH:32][CH2:33][C:34]([OH:36])=[O:35])=[O:31])[N:3]=[C:4]([N:13]3[CH2:18][CH2:17][N:16]([C:19](=[O:27])[CH2:20][C:21]4[CH:26]=[CH:25][CH:24]=[CH:23][CH:22]=4)[CH2:15][CH2:14]3)[C:5]=2[CH:10]=1)[CH3:12]. The yield is 0.200. (2) The reactants are [CH:10]1(N=C=N[CH:10]2[CH2:15][CH2:14][CH2:13][CH2:12][CH2:11]2)[CH2:15][CH2:14][CH2:13][CH2:12][CH2:11]1.[CH:16]1[CH:21]=[CH:20][C:19]([C@@H:22]([OH:25])[CH2:23][OH:24])=[CH:18][CH:17]=1.[C:26]([O:30][CH2:31][CH2:32][CH2:33][CH2:34][CH2:35][CH2:36][O:37][C:38]1[CH:48]=[CH:47][C:41]([CH:42]=[CH:43][C:44]([OH:46])=O)=[CH:40][CH:39]=1)(=[O:29])[CH:27]=[CH2:28]. The catalyst is ClCCl. The product is [C:26]([O:30][CH2:31][CH2:32][CH2:33][CH2:34][CH2:35][CH2:36][O:37][C:10]1[CH:11]=[CH:12][C:13]([CH:42]=[CH:43][C:44]([O:24][CH2:23][C@H:22]([O:25][C:44](=[O:46])[CH:43]=[CH:42][C:41]2[CH:40]=[CH:39][C:38]([O:37][CH2:36][CH2:35][CH2:34][CH2:33][CH2:32][CH2:31][O:30][C:26](=[O:29])[CH:27]=[CH2:28])=[CH:48][CH:47]=2)[C:19]2[CH:20]=[CH:21][CH:16]=[CH:17][CH:18]=2)=[O:46])=[CH:14][CH:15]=1)(=[O:29])[CH:27]=[CH2:28]. The yield is 0.720. (3) The reactants are [Cl:1][C:2]1[N:3]=[C:4](Cl)[C:5]2[CH2:10][CH2:9][CH:8]([C:11]3[CH:16]=[CH:15][C:14]([F:17])=[CH:13][CH:12]=3)[C:6]=2[N:7]=1.[CH2:19]([Sn](CCCC)(CCCC)C=C)[CH2:20]CC.[NH2:34][CH2:35][CH2:36][O:37][C:38]1[CH:45]=[C:44]([N+:46]([O-:48])=[O:47])[CH:43]=[CH:42][C:39]=1[C:40]#[N:41]. The catalyst is C1(C)C=CC=CC=1.C1C=CC([P]([Pd]([P](C2C=CC=CC=2)(C2C=CC=CC=2)C2C=CC=CC=2)([P](C2C=CC=CC=2)(C2C=CC=CC=2)C2C=CC=CC=2)[P](C2C=CC=CC=2)(C2C=CC=CC=2)C2C=CC=CC=2)(C2C=CC=CC=2)C2C=CC=CC=2)=CC=1. The product is [Cl:1][C:2]1[N:3]=[C:4]([CH2:19][CH2:20][NH:34][CH2:35][CH2:36][O:37][C:38]2[CH:45]=[C:44]([N+:46]([O-:48])=[O:47])[CH:43]=[CH:42][C:39]=2[C:40]#[N:41])[C:5]2[CH2:10][CH2:9][CH:8]([C:11]3[CH:16]=[CH:15][C:14]([F:17])=[CH:13][CH:12]=3)[C:6]=2[N:7]=1. The yield is 0.206. (4) The reactants are [Br:1][C:2]1[CH:3]=[C:4]2[C:9](=[CH:10][CH:11]=1)[N:8]=[C:7]([CH2:12]Cl)[N:6]([C:14]1[CH:19]=[CH:18][CH:17]=[CH:16][C:15]=1[Cl:20])[C:5]2=[O:21].O.[SH:23][C:24]1[N:32]=[CH:31][N:30]=[C:29]2[C:25]=1[NH:26][CH:27]=[N:28]2.C([O-])([O-])=O.[K+].[K+]. The catalyst is CN(C=O)C. The product is [Br:1][C:2]1[CH:3]=[C:4]2[C:9](=[CH:10][CH:11]=1)[N:8]=[C:7]([CH2:12][S:23][C:24]1[N:32]=[CH:31][N:30]=[C:29]3[C:25]=1[N:26]=[CH:27][NH:28]3)[N:6]([C:14]1[CH:19]=[CH:18][CH:17]=[CH:16][C:15]=1[Cl:20])[C:5]2=[O:21]. The yield is 0.470. (5) The reactants are [F:1][C:2]([F:32])([F:31])[C:3]1([CH2:7][N:8]2[CH2:13][CH2:12][CH:11]([CH2:14][O:15][C:16]3[N:17]=[CH:18][C:19]([C:22]4[CH:30]=[CH:29][C:25]([C:26]([OH:28])=O)=[CH:24][CH:23]=4)=[N:20][CH:21]=3)[CH2:10][CH2:9]2)[CH2:6][CH2:5][CH2:4]1.[NH:33]1[CH2:37][CH2:36][CH2:35][C@@H:34]1[CH2:38][OH:39].C(Cl)CCl.C1C=CC2N(O)N=NC=2C=1.CCN(C(C)C)C(C)C. The catalyst is CN(C=O)C.O. The product is [OH:39][CH2:38][C@H:34]1[CH2:35][CH2:36][CH2:37][N:33]1[C:26]([C:25]1[CH:29]=[CH:30][C:22]([C:19]2[CH:18]=[N:17][C:16]([O:15][CH2:14][CH:11]3[CH2:12][CH2:13][N:8]([CH2:7][C:3]4([C:2]([F:32])([F:1])[F:31])[CH2:6][CH2:5][CH2:4]4)[CH2:9][CH2:10]3)=[CH:21][N:20]=2)=[CH:23][CH:24]=1)=[O:28]. The yield is 0.420. (6) The product is [ClH:41].[NH:8]1[CH2:13][CH2:12][CH2:11][CH:10]([CH2:14][NH:15][C:16]([C:18]2[C:26]3[C:21](=[N:22][CH:23]=[C:24]([CH:27]4[CH2:28][CH2:29]4)[N:25]=3)[N:20]([CH2:30][O:31][CH2:32][CH2:33][Si:34]([CH3:37])([CH3:36])[CH3:35])[CH:19]=2)=[O:17])[CH2:9]1. The reactants are C(OC([N:8]1[CH2:13][CH2:12][CH2:11][CH:10]([CH2:14][NH:15][C:16]([C:18]2[C:26]3[C:21](=[N:22][CH:23]=[C:24]([CH:27]4[CH2:29][CH2:28]4)[N:25]=3)[N:20]([CH2:30][O:31][CH2:32][CH2:33][Si:34]([CH3:37])([CH3:36])[CH3:35])[CH:19]=2)=[O:17])[CH2:9]1)=O)(C)(C)C.C([Cl:41])(=O)C. The catalyst is CO. The yield is 0.980.